This data is from Full USPTO retrosynthesis dataset with 1.9M reactions from patents (1976-2016). The task is: Predict the reactants needed to synthesize the given product. (1) Given the product [I:10][C:11]1[CH:16]=[CH:15][C:14]([N:4]2[CH2:3][C@H:2]3[O:9][C@H:6]([CH2:7][CH2:8]3)[CH2:5]2)=[CH:13][CH:12]=1, predict the reactants needed to synthesize it. The reactants are: Cl.[CH:2]12[O:9][CH:6]([CH2:7][CH2:8]1)[CH2:5][NH:4][CH2:3]2.[I:10][C:11]1[CH:16]=[CH:15][C:14](I)=[CH:13][CH:12]=1.[O-]P([O-])([O-])=O.[K+].[K+].[K+].C1C=CC2C(C3C(O)=CC=C4C=3C=CC=C4)=C(O)C=CC=2C=1. (2) Given the product [Cl:25][C:26]1[CH:31]=[C:30]([Cl:32])[CH:29]=[CH:28][C:27]=1[C:33]1([C:36]([N:38]2[CH2:39][CH2:40][C:41]3([C:17]4[CH:16]=[CH:21][N:20]=[CH:19][C:18]=4[C:22](=[O:24])[O:23]3)[CH2:42]2)=[O:37])[CH2:35][CH2:34]1, predict the reactants needed to synthesize it. The reactants are: CC1(C)CCCC(C)(C)N1.C([Li])CCC.[CH:16]1[CH:21]=[N:20][CH:19]=[C:18]([C:22]([OH:24])=[O:23])[CH:17]=1.[Cl:25][C:26]1[CH:31]=[C:30]([Cl:32])[CH:29]=[CH:28][C:27]=1[C:33]1([C:36]([N:38]2[CH2:42][CH2:41][C:40](=O)[CH2:39]2)=[O:37])[CH2:35][CH2:34]1.Cl. (3) The reactants are: [CH3:1][O:2][C:3]1[CH:42]=[CH:41][CH:40]=[CH:39][C:4]=1[CH2:5][O:6][CH2:7][CH2:8][CH2:9][O:10][C:11]1[CH:16]=[CH:15][C:14]([CH:17]2[CH2:22][CH2:21][NH:20][CH2:19][CH:18]2[O:23][CH2:24][CH2:25][O:26][C:27]2[CH:32]=[CH:31][CH:30]=[CH:29][C:28]=2[CH2:33][CH2:34][C:35]([O:37]C)=[O:36])=[CH:13][CH:12]=1.Cl. Given the product [CH3:1][O:2][C:3]1[CH:42]=[CH:41][CH:40]=[CH:39][C:4]=1[CH2:5][O:6][CH2:7][CH2:8][CH2:9][O:10][C:11]1[CH:12]=[CH:13][C:14]([CH:17]2[CH2:22][CH2:21][NH:20][CH2:19][CH:18]2[O:23][CH2:24][CH2:25][O:26][C:27]2[CH:32]=[CH:31][CH:30]=[CH:29][C:28]=2[CH2:33][CH2:34][C:35]([OH:37])=[O:36])=[CH:15][CH:16]=1, predict the reactants needed to synthesize it. (4) Given the product [O:14]=[C:4]1[CH:3]([CH2:2][O:1][C:29](=[O:30])[NH:28][C:22]2[CH:27]=[CH:26][CH:25]=[CH:24][CH:23]=2)[CH2:9][CH2:8][S:7][C:6]2[CH:10]=[CH:11][CH:12]=[CH:13][C:5]1=2, predict the reactants needed to synthesize it. The reactants are: [OH:1][CH2:2][CH:3]1[CH2:9][CH2:8][S:7][C:6]2[CH:10]=[CH:11][CH:12]=[CH:13][C:5]=2[C:4]1=[O:14].C(N(CC)CC)C.[C:22]1([N:28]=[C:29]=[O:30])[CH:27]=[CH:26][CH:25]=[CH:24][CH:23]=1. (5) Given the product [C:11]([C:15]1[CH:16]=[C:17]([C:18]2[C:20]([C:21]([NH:23][CH3:24])=[O:22])=[CH:25][N:9]=[C:8]([O:7][CH3:6])[N:10]=2)[CH:29]=[C:30]([C:33]([CH3:35])([CH3:36])[CH3:34])[C:31]=1[OH:32])([CH3:12])([CH3:13])[CH3:14], predict the reactants needed to synthesize it. The reactants are: S(O)(O)(=O)=O.[CH3:6][O:7][C:8](=[NH:10])[NH2:9].[C:11]([C:15]1[CH:16]=[C:17]([CH:29]=[C:30]([C:33]([CH3:36])([CH3:35])[CH3:34])[C:31]=1[OH:32])[C:18]([C:20](=[CH:25]N(C)C)[C:21]([NH:23][CH3:24])=[O:22])=O)([CH3:14])([CH3:13])[CH3:12].CC(C)([O-])C.[K+].O.